This data is from Experimentally validated miRNA-target interactions with 360,000+ pairs, plus equal number of negative samples. The task is: Binary Classification. Given a miRNA mature sequence and a target amino acid sequence, predict their likelihood of interaction. (1) The miRNA is hsa-miR-3929 with sequence GAGGCUGAUGUGAGUAGACCACU. The protein sequence of the target gene is MYRTKVGLKDRQQLYKLIISQLLYDGYISIANGLINEIKPQSVCAPSEQLLHLIKLGMENDDTAVQYAIGRSDTVAPGTGIDLEFDADVQTMSPEASEYETCYVTSHKGPCRVATYSRDGQLIATGSADASIKILDTERMLAKSAMPIEVMMNETAQQNMENHPVIRTLYDHVDEVTCLAFHPTEQILASGSRDYTLKLFDYSKPSAKRAFKYIQEAEMLRSISFHPSGDFILVGTQHPTLRLYDINTFQCFVSCNPQDQHTDAICSVNYNSSANMYVTGSKDGCIKLWDGVSNRCITTF.... Result: 1 (interaction). (2) The miRNA is hsa-miR-152-3p with sequence UCAGUGCAUGACAGAACUUGG. The protein sequence of the target gene is MAAAVRMNIQMLLEAADYLERREREAEHGYASMLPYNNKDRDALKRRNKSKKNNSSSRSTHNEMEKNRRAHLRLCLEKLKGLVPLGPESSRHTTLSLLTKAKLHIKKLEDCDRKAVHQIDQLQREQRHLKRQLEKLGIERIRMDSIGSTVSSERSDSDREEIDVDVESTDYLTGDLDWSSSSVSDSDERGSMQSLGSDEGYSSTSIKRIKLQDSHKACLGL. Result: 1 (interaction). (3) Result: 0 (no interaction). The miRNA is rno-miR-293-5p with sequence ACUCAAACUGUGUGACACUUU. The protein sequence of the target gene is MGSACIKVTKYFLFLFNLIFFILGAVILGFGVWILADKSSFISVLQTSSSSLRMGAYVFIGVGAVTMLMGFLGCIGAVNEVRCLLGLYFAFLLLILIAQVTAGALFYFNMGKLKQEMGGIVTELIRDYNSSREDSLQDAWDYVQAQVKCCGWVSFYNWTDNAELMNRPEVTYPCSCEVKGEEDNSLSVRKGFCEAPGNRTQSGNHPEDWPVYQEGCMEKVQAWLQENLGIILGVGVGVAIIELLGMVLSICLCRHVHSEDYSKVPKY. (4) The miRNA is hsa-miR-4766-5p with sequence UCUGAAAGAGCAGUUGGUGUU. The protein sequence of the target gene is MQPSEMVMNPKQVFLSVLIFGVAGLLLFMYLQVWIEEQHTGRVEKRREQKVTSGWGPVKYLRPVPRIMSTEKIQEHITNQNPKFHMPEDVREKKENLLLNSERSTRLLTKTSHSQGGDQALSKSTGSPTEKLIEKRQGAKTVFNKFSNMNWPVDIHPLNKSLVKDNKWKKTEETQEKRRSFLQEFCKKYGGVSHHQSHLFHTVSRIYVEDKHKILYCEVPKAGCSNWKRILMVLNGLASSAYNISHNAVHYGKHLKKLDSFDLKGIYTRLNTYTKAVFVRDPMERLVSAFRDKFEHPNSY.... Result: 0 (no interaction). (5) The miRNA is hsa-miR-483-5p with sequence AAGACGGGAGGAAAGAAGGGAG. The protein sequence of the target gene is MAAIPSSGSLVATHDYYRRRLGSTSSNSSCSSTECPGEAIPHPPGLPKADPGHWWASFFFGKSTLPFMATVLESAEHSEPPQASSSMTACGLARDAPRKQPGGQSSTASAGPPS. Result: 1 (interaction). (6) The miRNA is hsa-miR-3616-3p with sequence CGAGGGCAUUUCAUGAUGCAGGC. The protein sequence of the target gene is MNKSLGPVSFKDVAVDFTQEEWQQLDPEQKITYRDVMLENYSNLVSVGYHIIKPDVISKLEQGEEPWIVEGEFLLQSYPDEVWQTDDLIERIQEEENKPSRQTVFIETLIEERGNVPGKTFDVETNPVPSRKIAYKNSLCDSCEKCLTSVSEYISSDGSYARMKADECSGCGKSLLHIKLEKTHPGDQAYEFNQNGEPYTLNEESLYQKIRILEKPFEYIECQKAFQKDTVFVNHMEEKPYKWNGSEIAFLQMSDLTVHQTSHMEMKPYECSECGKSFCKKSKFIIHQRTHTGEKPYECN.... Result: 0 (no interaction). (7) The miRNA is hsa-miR-6813-3p with sequence AACCUUGGCCCCUCUCCCCAG. The protein sequence of the target gene is MLSLRSLLPHLGLFLCLALHLSPSLSASDNGSCVVLDNIYTSDILEISTMANVSGGDVTYTVTVPVNDSVSAVILKAVKEDDSPVGTWSGTYEKCNDSSVYYNLTSQSQSVFQTNWTVPTSEDVTKVNLQVLIVVNRTASKSSVKMEQVQPSASTPIPESSETSQTINTTPTVNTAKTTAKDTANTTAVTTANTTANTTAVTTAKTTAKSLAIRTLGSPLAGALHILLVFLISKLLF. Result: 0 (no interaction).